Predict the product of the given reaction. From a dataset of Forward reaction prediction with 1.9M reactions from USPTO patents (1976-2016). (1) Given the reactants [CH3:1][O:2][C:3]1[CH:20]=[CH:19][C:6]([CH2:7][NH:8][C:9]2[CH:10]=[C:11]3[C:16](=[CH:17][CH:18]=2)[CH2:15][NH:14][CH2:13][CH2:12]3)=[CH:5][CH:4]=1.[C:21](Cl)(=[O:23])[CH3:22].C(N(CC)CC)C, predict the reaction product. The product is: [CH3:1][O:2][C:3]1[CH:4]=[CH:5][C:6]([CH2:7][NH:8][C:9]2[CH:10]=[C:11]3[C:16](=[CH:17][CH:18]=2)[CH2:15][N:14]([C:21](=[O:23])[CH3:22])[CH2:13][CH2:12]3)=[CH:19][CH:20]=1. (2) Given the reactants [CH2:1]([O:3][C:4]([C:6]1[C:10]([CH:11]2[CH2:13][CH2:12]2)=[N:9][NH:8][N:7]=1)=[O:5])[CH3:2].[C:14](=O)([O-])[O-].[K+].[K+].CI, predict the reaction product. The product is: [CH2:1]([O:3][C:4]([C:6]1[C:10]([CH:11]2[CH2:12][CH2:13]2)=[N:9][N:8]([CH3:14])[N:7]=1)=[O:5])[CH3:2].[CH2:1]([O:3][C:4]([C:6]1[N:7]([CH3:14])[N:8]=[N:9][C:10]=1[CH:11]1[CH2:12][CH2:13]1)=[O:5])[CH3:2]. (3) Given the reactants [CH:1]1([N:4]2[C:8]3[C:9]([O:22][C@@H:23]([C@H:25]4[CH2:29][NH:28][C:27](=[O:30])[CH2:26]4)[CH3:24])=[CH:10][C:11](B4OC(C)(C)C(C)(C)O4)=[CH:12][C:7]=3[N:6]=[CH:5]2)[CH2:3][CH2:2]1.Br[C:32]1[S:33][C:34]([CH3:37])=[CH:35][N:36]=1.C([O-])([O-])=O.[Na+].[Na+].N#N, predict the reaction product. The product is: [CH:1]1([N:4]2[C:8]3[C:9]([O:22][C@@H:23]([C@H:25]4[CH2:29][NH:28][C:27](=[O:30])[CH2:26]4)[CH3:24])=[CH:10][C:11]([C:32]4[S:33][C:34]([CH3:37])=[CH:35][N:36]=4)=[CH:12][C:7]=3[N:6]=[CH:5]2)[CH2:2][CH2:3]1.